Dataset: Forward reaction prediction with 1.9M reactions from USPTO patents (1976-2016). Task: Predict the product of the given reaction. The product is: [CH:1]1([N:7]2[C:11]3[CH:12]=[CH:13][C:14]([C:16]([OH:18])=[O:17])=[CH:15][C:10]=3[N:9]=[C:8]2[C:19]2[CH:20]=[C:21]3[C:22](=[CH:23][CH:24]=2)[N:25]=[C:35]([C:37]2[CH:42]=[CH:41][CH:40]=[CH:39][CH:38]=2)[C:33]([C:27]2[CH:32]=[CH:31][CH:30]=[CH:29][CH:28]=2)=[N:26]3)[CH2:6][CH2:5][CH2:4][CH2:3][CH2:2]1. Given the reactants [CH:1]1([N:7]2[C:11]3[CH:12]=[CH:13][C:14]([C:16]([OH:18])=[O:17])=[CH:15][C:10]=3[N:9]=[C:8]2[C:19]2[CH:24]=[CH:23][C:22]([NH2:25])=[C:21]([NH2:26])[CH:20]=2)[CH2:6][CH2:5][CH2:4][CH2:3][CH2:2]1.[C:27]1([C:33]([C:35]([C:37]2[CH:42]=[CH:41][CH:40]=[CH:39][CH:38]=2)=O)=O)[CH:32]=[CH:31][CH:30]=[CH:29][CH:28]=1, predict the reaction product.